Dataset: Forward reaction prediction with 1.9M reactions from USPTO patents (1976-2016). Task: Predict the product of the given reaction. (1) Given the reactants Cl[CH2:2][CH2:3][S:4](Cl)(=[O:6])=[O:5].Cl.Cl.[CH:10]1([C:16]2[NH:20][C:19](=[O:21])[C:18]3([CH2:26][CH2:25][NH:24][CH2:23][CH2:22]3)[N:17]=2)[CH2:15][CH2:14][CH2:13][CH2:12][CH2:11]1.C(N(CC)CC)C.N#N, predict the reaction product. The product is: [CH:10]1([C:16]2[NH:20][C:19](=[O:21])[C:18]3([CH2:22][CH2:23][N:24]([S:4]([CH:3]=[CH2:2])(=[O:6])=[O:5])[CH2:25][CH2:26]3)[N:17]=2)[CH2:11][CH2:12][CH2:13][CH2:14][CH2:15]1. (2) Given the reactants [CH3:1][O:2][C:3](=[O:11])[C:4]1[CH:9]=[C:8](I)[CH:7]=[CH:6][N:5]=1.C1(P(C2C=CC=CC=2)C2C=CC=CC=2)C=CC=CC=1.[C:31]([Si:35]([CH3:41])([CH3:40])[O:36][CH2:37][C:38]#[CH:39])([CH3:34])([CH3:33])[CH3:32], predict the reaction product. The product is: [CH3:1][O:2][C:3]([C:4]1[CH:9]=[C:8]([C:39]#[C:38][CH2:37][O:36][Si:35]([C:31]([CH3:34])([CH3:33])[CH3:32])([CH3:40])[CH3:41])[CH:7]=[CH:6][N:5]=1)=[O:11].